Task: Predict which catalyst facilitates the given reaction.. Dataset: Catalyst prediction with 721,799 reactions and 888 catalyst types from USPTO (1) Reactant: Br[C:2]1[S:3][C:4]([C:7]([C:9]2[C:17]3[C:12](=[N:13][CH:14]=[CH:15][CH:16]=3)[NH:11][CH:10]=2)=[O:8])=[CH:5][N:6]=1.[Cl:18][C:19]1[CH:26]=[CH:25][C:22]([CH2:23][NH2:24])=[CH:21][CH:20]=1.C(N(CC)C(C)C)(C)C.O. Product: [Cl:18][C:19]1[CH:26]=[CH:25][C:22]([CH2:23][NH:24][C:2]2[S:3][C:4]([C:7]([C:9]3[C:17]4[C:12](=[N:13][CH:14]=[CH:15][CH:16]=4)[NH:11][CH:10]=3)=[O:8])=[CH:5][N:6]=2)=[CH:21][CH:20]=1. The catalyst class is: 7. (2) Product: [Cl:10][C:4]1[C:5]([O:9][C:16]2[CH:15]=[CH:14][N:13]=[C:12]([Cl:11])[CH:17]=2)=[CH:6][C:7]([F:8])=[C:2]([NH2:1])[CH:3]=1. Reactant: [NH2:1][C:2]1[C:7]([F:8])=[CH:6][C:5]([OH:9])=[C:4]([Cl:10])[CH:3]=1.[Cl:11][C:12]1[CH:17]=[C:16](Cl)[CH:15]=[CH:14][N:13]=1.C([O-])([O-])=O.[K+].[K+].O. The catalyst class is: 16. (3) Reactant: [H-].[Al+3].[Li+].[H-].[H-].[H-].[C:7]([C:11]1[CH:12]=[C:13]([C:22]([N:24]2[CH2:27][CH:26]([OH:28])[CH2:25]2)=O)[CH:14]=[C:15]([C:18]([CH3:21])([CH3:20])[CH3:19])[C:16]=1[OH:17])([CH3:10])([CH3:9])[CH3:8]. Product: [C:18]([C:15]1[CH:14]=[C:13]([CH:12]=[C:11]([C:7]([CH3:10])([CH3:9])[CH3:8])[C:16]=1[OH:17])[CH2:22][N:24]1[CH2:27][CH:26]([OH:28])[CH2:25]1)([CH3:21])([CH3:20])[CH3:19]. The catalyst class is: 7. (4) Product: [NH2:7][CH2:8][C:9]([C:11]1[CH:16]=[CH:15][C:14]([CH2:17][C:18]([C:19]2[C:28](=[O:29])[C:27]3[C:22](=[CH:23][CH:24]=[CH:25][CH:26]=3)[NH:21][CH:20]=2)=[O:30])=[CH:13][CH:12]=1)([CH3:10])[CH3:31]. Reactant: C(OC(=O)[NH:7][CH2:8][C:9]([CH3:31])([C:11]1[CH:16]=[CH:15][C:14]([CH2:17][C:18](=[O:30])[C:19]2[C:28](=[O:29])[C:27]3[C:22](=[CH:23][CH:24]=[CH:25][CH:26]=3)[NH:21][CH:20]=2)=[CH:13][CH:12]=1)[CH3:10])(C)(C)C.C(O)(C(F)(F)F)=O.[OH-].[Na+]. The catalyst class is: 2.